This data is from Reaction yield outcomes from USPTO patents with 853,638 reactions. The task is: Predict the reaction yield, written as a fraction of the theoretical maximum amount of product (1.0 means a 100% yield; for example, 0.34 means a 34% yield). The product is [F:1][C:2]1[C:3]([CH3:12])=[CH:4][C:5]([NH:8][C:9](=[O:11])[CH3:10])=[C:6]([N+:13]([O-:15])=[O:14])[CH:7]=1. The yield is 0.640. The reactants are [F:1][C:2]1[CH:7]=[CH:6][C:5]([NH:8][C:9](=[O:11])[CH3:10])=[CH:4][C:3]=1[CH3:12].[N+:13]([O-])([OH:15])=[O:14]. The catalyst is O.